Dataset: Catalyst prediction with 721,799 reactions and 888 catalyst types from USPTO. Task: Predict which catalyst facilitates the given reaction. (1) Reactant: Cl.C(OC([N:9]1[CH2:14][CH2:13][C:12]([CH2:18][CH:19]([CH3:21])[CH3:20])([C:15]([OH:17])=[O:16])[CH2:11][CH2:10]1)=O)(C)(C)C. Product: [CH2:18]([C:12]1([C:15]([OH:17])=[O:16])[CH2:11][CH2:10][NH:9][CH2:14][CH2:13]1)[CH:19]([CH3:21])[CH3:20]. The catalyst class is: 12. (2) Reactant: Cl[CH2:2][C:3]1[CH:8]=[C:7]([F:9])[CH:6]=[CH:5][C:4]=1[O:10][CH3:11].[Cl:12][CH2:13][CH2:14][CH2:15][OH:16].[H-].[Na+]. Product: [Cl:12][CH2:13][CH2:14][CH2:15][O:16][CH2:2][C:3]1[CH:8]=[C:7]([F:9])[CH:6]=[CH:5][C:4]=1[O:10][CH3:11]. The catalyst class is: 9. (3) Reactant: [C:1]([O:10]C)(=O)[C:2]1[C:3](=[CH:5][CH:6]=[CH:7][CH:8]=1)[SH:4].[O:12]1[CH:16]=[CH:15][CH:14]=[C:13]1[C:17]#[N:18].C(N(CC)CC)C. Product: [O:12]1[CH:16]=[CH:15][CH:14]=[C:13]1[C:17]1[S:4][C:3]2[CH:5]=[CH:6][CH:7]=[CH:8][C:2]=2[C:1](=[O:10])[N:18]=1. The catalyst class is: 11. (4) Reactant: [NH2:1][CH2:2][C:3]([CH3:8])([CH3:7])[C:4]([NH2:6])=[O:5].OC1C=CC=CN=1.[CH2:16]([O:23][C:24](=[O:56])[NH:25][C@H:26]([C@@H:47]1[CH2:51][C@@H:50]([CH:52]([CH3:54])[CH3:53])[C:49](=[O:55])[O:48]1)[CH2:27][N:28]1[CH2:33][C:32](=[O:34])[N:31]([C:35]2[CH:40]=[CH:39][CH:38]=[CH:37][C:36]=2[O:41][CH2:42][O:43][CH3:44])[CH2:30][C:29]1([CH3:46])[CH3:45])[C:17]1[CH:22]=[CH:21][CH:20]=[CH:19][CH:18]=1. Product: [CH2:16]([O:23][C:24](=[O:56])[NH:25][C@@H:26]([CH2:27][N:28]1[CH2:33][C:32](=[O:34])[N:31]([C:35]2[CH:40]=[CH:39][CH:38]=[CH:37][C:36]=2[O:41][CH2:42][O:43][CH3:44])[CH2:30][C:29]1([CH3:45])[CH3:46])[C@@H:47]([OH:48])[CH2:51][C@H:50]([C:49](=[O:55])[NH:1][CH2:2][C:3]([C:4](=[O:5])[NH2:6])([CH3:8])[CH3:7])[CH:52]([CH3:53])[CH3:54])[C:17]1[CH:22]=[CH:21][CH:20]=[CH:19][CH:18]=1. The catalyst class is: 66. (5) Reactant: FC(F)(F)C(O)=O.CC([N:12]([CH:16]([CH3:28])[CH2:17][O:18][C:19]1[CH:24]=[CH:23][C:22]([F:25])=[CH:21][C:20]=1[C:26]#[N:27])C(=O)[O-])(C)C. Product: [NH2:12][CH:16]([CH3:28])[CH2:17][O:18][C:19]1[CH:24]=[CH:23][C:22]([F:25])=[CH:21][C:20]=1[C:26]#[N:27]. The catalyst class is: 2.